Dataset: Reaction yield outcomes from USPTO patents with 853,638 reactions. Task: Predict the reaction yield, written as a fraction of the theoretical maximum amount of product (1.0 means a 100% yield; for example, 0.34 means a 34% yield). (1) The reactants are Cl[C:2]1[C:7]([C:8]#[N:9])=[CH:6][CH:5]=[CH:4][N:3]=1.[F:10][C:11]1[CH:16]=[CH:15][C:14](B(O)O)=[CH:13][N:12]=1.N#N.C(=O)([O-])[O-].[Cs+].[Cs+]. The catalyst is O.O1CCOCC1. The product is [F:10][C:11]1[N:12]=[CH:13][C:14]([C:2]2[C:7]([C:8]#[N:9])=[CH:6][CH:5]=[CH:4][N:3]=2)=[CH:15][CH:16]=1. The yield is 0.840. (2) The reactants are B(Br)(Br)Br.C[O:6][C:7]1[CH:12]=[CH:11][C:10]([CH2:13][CH:14]([CH2:20][CH2:21][C:22]2[CH:27]=[CH:26][CH:25]=[CH:24][CH:23]=2)[CH2:15][C:16]([O:18][CH3:19])=[O:17])=[CH:9][CH:8]=1. The catalyst is C(Cl)Cl. The product is [OH:6][C:7]1[CH:8]=[CH:9][C:10]([CH2:13][CH:14]([CH2:20][CH2:21][C:22]2[CH:23]=[CH:24][CH:25]=[CH:26][CH:27]=2)[CH2:15][C:16]([O:18][CH3:19])=[O:17])=[CH:11][CH:12]=1. The yield is 0.730. (3) The reactants are [Cl:1][C:2]1[CH:11]=[CH:10][C:5]([C:6](OC)=[O:7])=[CH:4][C:3]=1[O:12][CH2:13][C:14]1[CH:19]=[CH:18][CH:17]=[CH:16][CH:15]=1.[H-].[Al+3].[Li+].[H-].[H-].[H-]. The catalyst is O1CCCC1. The product is [Cl:1][C:2]1[CH:11]=[CH:10][C:5]([CH2:6][OH:7])=[CH:4][C:3]=1[O:12][CH2:13][C:14]1[CH:15]=[CH:16][CH:17]=[CH:18][CH:19]=1. The yield is 0.930. (4) The yield is 0.700. The reactants are [F:1][C:2]1[C:7]([NH:8][CH2:9][C:10]2[CH:15]=[C:14]([C:16]3[CH:21]=[CH:20][CH:19]=[C:18]([F:22])[CH:17]=3)[CH:13]=[CH:12][C:11]=2[F:23])=[C:6]([CH3:24])[CH:5]=[CH:4][C:3]=1[OH:25].C([O-])([O-])=O.[Cs+].[Cs+].Br[CH2:33][C:34]([O:36][CH2:37][CH3:38])=[O:35]. The product is [F:1][C:2]1[C:7]([NH:8][CH2:9][C:10]2[CH:15]=[C:14]([C:16]3[CH:21]=[CH:20][CH:19]=[C:18]([F:22])[CH:17]=3)[CH:13]=[CH:12][C:11]=2[F:23])=[C:6]([CH3:24])[CH:5]=[CH:4][C:3]=1[O:25][CH2:33][C:34]([O:36][CH2:37][CH3:38])=[O:35]. The catalyst is CN(C=O)C. (5) The reactants are [N:1]1[CH:6]=[CH:5][N:4]=[CH:3][C:2]=1[N:7]1[C:15]2[CH:14]=[CH:13][N:12]=[CH:11][C:10]=2[N:9]=[N:8]1.[Cl:16][C:17]1[C:25]([C:26]([F:29])([F:28])[F:27])=[CH:24][CH:23]=[CH:22][C:18]=1[C:19](Cl)=[O:20].C[Mg+].[Br-].[C:33]([O-])(O)=O.[Na+]. The catalyst is C1COCC1. The product is [Cl:16][C:17]1[C:25]([C:26]([F:29])([F:28])[F:27])=[CH:24][CH:23]=[CH:22][C:18]=1[C:19]([N:12]1[CH:13]=[CH:14][C:15]2[N:7]([C:2]3[CH:3]=[N:4][CH:5]=[CH:6][N:1]=3)[N:8]=[N:9][C:10]=2[CH:11]1[CH3:33])=[O:20]. The yield is 0.820. (6) The reactants are [C:1]([N:9]1[CH2:22][CH2:21][C:20]2[C:19]3[C:18](C4C=CC=CC=4)=[CH:17][CH:16]=[CH:15][C:14]=3[NH:13][C:12]=2[CH2:11][CH2:10]1)(=[O:8])[C:2]1[CH:7]=[CH:6][CH:5]=[CH:4][CH:3]=1.C(N1CCC2[C:31]3[C:32](Br)=[CH:33][CH:34]=[CH:35][C:30]=3NC=2CC1)(=O)[C:30]1[CH:35]=[CH:34][CH:33]=[CH:32][CH:31]=1.C(=O)([O-])[O-].[K+].[K+].C1(B(O)O)C=CC=CC=1. The catalyst is O1CCCC1.C1C=CC([P]([Pd]([P](C2C=CC=CC=2)(C2C=CC=CC=2)C2C=CC=CC=2)([P](C2C=CC=CC=2)(C2C=CC=CC=2)C2C=CC=CC=2)[P](C2C=CC=CC=2)(C2C=CC=CC=2)C2C=CC=CC=2)(C2C=CC=CC=2)C2C=CC=CC=2)=CC=1.CCOC(C)=O.CCCCCCC. The product is [C:1]([N:9]1[CH2:22][CH2:21][C:20]2[C:19]3[CH:18]=[C:17]([C:30]4[CH:35]=[CH:34][CH:33]=[CH:32][CH:31]=4)[CH:16]=[CH:15][C:14]=3[NH:13][C:12]=2[CH2:11][CH2:10]1)(=[O:8])[C:2]1[CH:3]=[CH:4][CH:5]=[CH:6][CH:7]=1. The yield is 0.950. (7) The reactants are [NH2:1][C:2]1[CH:3]=[C:4]2[C:9](=[CH:10][CH:11]=1)[CH2:8][N:7]([C:12]([O:14][C:15]([CH3:18])([CH3:17])[CH3:16])=[O:13])[CH2:6][CH2:5]2.[Na].[Cl:20][CH2:21][C:22](Cl)=[O:23].C(OCC)(=O)C. The catalyst is C1COCC1. The product is [Cl:20][CH2:21][C:22]([NH:1][C:2]1[CH:3]=[C:4]2[C:9](=[CH:10][CH:11]=1)[CH2:8][N:7]([C:12]([O:14][C:15]([CH3:18])([CH3:17])[CH3:16])=[O:13])[CH2:6][CH2:5]2)=[O:23]. The yield is 1.00.